This data is from Forward reaction prediction with 1.9M reactions from USPTO patents (1976-2016). The task is: Predict the product of the given reaction. (1) Given the reactants [CH:1]([C:3]1[N:4]=[C:5]2[C:10]([N:11]3[CH2:16][CH2:15][O:14][CH2:13][CH2:12]3)=[N:9][CH:8]=[C:7]([C:17]3[CH:18]=[CH:19][C:20]([N:23]4[CH2:28][CH2:27][N:26]([C:29]([O:31][C:32]([CH3:35])([CH3:34])[CH3:33])=[O:30])[CH2:25][CH2:24]4)=[N:21][CH:22]=3)[N:6]2[CH:36]=1)=O.[CH3:37][C:38]1[CH:47]=[CH:46][C:45]2[C:40](=[CH:41][CH:42]=[CH:43][CH:44]=2)[N:39]=1.Cl[Si](C)(C)C.C([O-])(O)=O.[Na+], predict the reaction product. The product is: [O:14]1[CH2:15][CH2:16][N:11]([C:10]2[C:5]3[N:6]([CH:36]=[C:3](/[CH:1]=[CH:37]/[C:38]4[CH:47]=[CH:46][C:45]5[C:40](=[CH:41][CH:42]=[CH:43][CH:44]=5)[N:39]=4)[N:4]=3)[C:7]([C:17]3[CH:18]=[CH:19][C:20]([N:23]4[CH2:24][CH2:25][N:26]([C:29]([O:31][C:32]([CH3:33])([CH3:34])[CH3:35])=[O:30])[CH2:27][CH2:28]4)=[N:21][CH:22]=3)=[CH:8][N:9]=2)[CH2:12][CH2:13]1. (2) Given the reactants [Cl:1][C:2]1[C:7](I)=[C:6]([CH3:9])[N:5]=[C:4]([NH2:10])[N:3]=1.[C:11]([C:13]1[CH:14]=[C:15]2[CH:21]=[CH:20]N[C:16]2=NC=1)#[CH:12].C(N(CC)CC)C.CN(C=[O:33])C, predict the reaction product. The product is: [NH2:10][C:4]1[N:3]=[C:2]([Cl:1])[C:7]([C:20]#[C:21][C:15]2[CH:14]=[C:13]([OH:33])[CH:11]=[CH:12][CH:16]=2)=[C:6]([CH3:9])[N:5]=1. (3) Given the reactants [N:1]1[C:10]2[C:5](=[CH:6][C:7]([OH:11])=[CH:8][CH:9]=2)[CH:4]=[CH:3][CH:2]=1.[Br:12][C:13]1[CH:14]=[C:15]([N:19]=[C:20]=[O:21])[CH:16]=[CH:17][CH:18]=1.C(=O)([O-])[O-].[K+].[K+].[I-].[K+], predict the reaction product. The product is: [N:1]1[C:10]2[C:5](=[CH:6][C:7]([O:11][C:20](=[O:21])[NH:19][C:15]3[CH:16]=[CH:17][CH:18]=[C:13]([Br:12])[CH:14]=3)=[CH:8][CH:9]=2)[CH:4]=[CH:3][CH:2]=1.